From a dataset of Catalyst prediction with 721,799 reactions and 888 catalyst types from USPTO. Predict which catalyst facilitates the given reaction. (1) Reactant: [CH2:1]([C:4]1[C:8]([CH2:9][CH2:10][CH2:11][OH:12])=[CH:7][N:6]([C:13]2[CH:18]=[CH:17][C:16]([C:19]([F:22])([F:21])[F:20])=[CH:15][N:14]=2)[N:5]=1)[CH2:2][CH3:3].[CH2:23]([C:25]1[CH:26]=[N:27][N:28]([CH2:31][C:32]([O:34]CC)=[O:33])[C:29]=1O)[CH3:24].C(P(CCCC)CCCC)CCC.N(C(N1CCCCC1)=O)=NC(N1CCCCC1)=O. Product: [CH2:23]([C:25]1[CH:26]=[N:27][N:28]([CH2:31][C:32]([OH:34])=[O:33])[C:29]=1[O:12][CH2:11][CH2:10][CH2:9][C:8]1[C:4]([CH2:1][CH2:2][CH3:3])=[N:5][N:6]([C:13]2[CH:18]=[CH:17][C:16]([C:19]([F:21])([F:20])[F:22])=[CH:15][N:14]=2)[CH:7]=1)[CH3:24]. The catalyst class is: 7. (2) Reactant: [Cl:1][C:2]1[C:7]([F:8])=[CH:6][CH:5]=[C:4]([Cl:9])[C:3]=1[C@H:10]([O:12][C:13]1[C:14]2[O:22][CH:21]=[C:20]([C:23]3[CH2:24][CH2:25][NH:26][CH2:27][CH:28]=3)[C:15]=2[CH:16]=[N:17][C:18]=1[NH2:19])[CH3:11].[CH3:29][CH2:30][N:31](C(C)C)C(C)C.CN(C=O)C.BrCC#N.N. Product: [NH2:19][C:18]1[N:17]=[CH:16][C:15]2[C:20]([C:23]3[CH2:24][CH2:25][N:26]([CH2:29][C:30]#[N:31])[CH2:27][CH:28]=3)=[CH:21][O:22][C:14]=2[C:13]=1[O:12][C@@H:10]([C:3]1[C:4]([Cl:9])=[CH:5][CH:6]=[C:7]([F:8])[C:2]=1[Cl:1])[CH3:11]. The catalyst class is: 5.